Predict which catalyst facilitates the given reaction. From a dataset of Catalyst prediction with 721,799 reactions and 888 catalyst types from USPTO. (1) Reactant: [Cl:1][C:2]1[CH:10]=[CH:9][C:5]([C:6]([OH:8])=[O:7])=[CH:4][C:3]=1O.I[CH2:13][CH3:14].[C:15](=O)([O-])[O-].[K+].[K+].CN([CH:24]=[O:25])C. Product: [Cl:1][C:2]1[CH:10]=[CH:9][C:5]([C:6]([O:8][CH2:13][CH3:14])=[O:7])=[CH:4][C:3]=1[O:25][CH2:24][CH3:15]. The catalyst class is: 13. (2) Reactant: Br[CH2:2][CH2:3][O:4][C:5]1[CH:14]=[C:13]2[C:8]([C:9]([O:15][C:16]3[CH:29]=[CH:28][C:19]4[C:20]([C:24]([O:26]C)=[O:25])=[C:21]([CH3:23])[O:22][C:18]=4[CH:17]=3)=[CH:10][CH:11]=[N:12]2)=[CH:7][CH:6]=1.[NH:30]1[CH2:34][CH2:33][CH2:32][CH2:31]1. Product: [CH3:23][C:21]1[O:22][C:18]2[CH:17]=[C:16]([O:15][C:9]3[C:8]4[C:13](=[CH:14][C:5]([O:4][CH2:3][CH2:2][N:30]5[CH2:34][CH2:33][CH2:32][CH2:31]5)=[CH:6][CH:7]=4)[N:12]=[CH:11][CH:10]=3)[CH:29]=[CH:28][C:19]=2[C:20]=1[C:24]([OH:26])=[O:25]. The catalyst class is: 3. (3) Reactant: [Cl:1][C:2]1[CH:7]=[N:6][C:5]2=[CH:8][N:9]([CH2:11][C:12]([NH:16][C:17](=[O:29])[C:18]3[CH:23]=[CH:22][C:21]([O:24][C:25]([F:28])([F:27])[F:26])=[CH:20][CH:19]=3)([C:14]#[N:15])[CH3:13])[N:10]=[C:4]2[CH:3]=1.[Br:30]N1C(=O)CCC1=O. Product: [Br:30][C:8]1[N:9]([CH2:11][C:12]([NH:16][C:17](=[O:29])[C:18]2[CH:23]=[CH:22][C:21]([O:24][C:25]([F:26])([F:27])[F:28])=[CH:20][CH:19]=2)([C:14]#[N:15])[CH3:13])[N:10]=[C:4]2[CH:3]=[C:2]([Cl:1])[CH:7]=[N:6][C:5]=12. The catalyst class is: 10. (4) Reactant: [Si]([O:8][C@@H:9]1[C@@:36]2([CH3:37])[C:13](=[CH:14][CH:15]=[C:16]3[C@@H:35]2[CH2:34][CH2:33][C@@:32]2([CH3:38])[C@H:17]3[CH2:18][CH:19]=[C:20]2[C:21]([O:24][CH2:25][C:26]([CH2:30][CH3:31])([OH:29])[CH2:27][CH3:28])([CH3:23])[CH3:22])[CH2:12][C@@H:11]([O:39][Si](C(C)(C)C)(C)C)[CH2:10]1)(C(C)(C)C)(C)C.O1CCCC1.[F-].C([N+](CCCC)(CCCC)CCCC)CCC. Product: [CH2:27]([C:26]([OH:29])([CH2:30][CH3:31])[CH2:25][O:24][C:21]([CH3:23])([C:20]1[C@:32]2([CH3:38])[C@H:17]([C:16]3[C@H:35]([CH2:34][CH2:33]2)[C@:36]2([CH3:37])[C:13]([CH2:12][C@@H:11]([OH:39])[CH2:10][C@@H:9]2[OH:8])=[CH:14][CH:15]=3)[CH2:18][CH:19]=1)[CH3:22])[CH3:28]. The catalyst class is: 7. (5) Reactant: Cl[C:2](=[O:8])[C:3]([O:5]CC)=O.[C:9]([C:13]1[CH:18]=[CH:17][C:16]([NH:19][C:20]([NH:22][CH:23]([CH3:28])[C:24]([CH3:27])([CH3:26])[CH3:25])=[S:21])=[CH:15][CH:14]=1)([CH3:12])([CH3:11])[CH3:10]. Product: [C:9]([C:13]1[CH:18]=[CH:17][C:16]([N:19]2[C:2](=[O:8])[C:3](=[O:5])[N:22]([CH:23]([CH3:28])[C:24]([CH3:27])([CH3:26])[CH3:25])[C:20]2=[S:21])=[CH:15][CH:14]=1)([CH3:12])([CH3:11])[CH3:10]. The catalyst class is: 4. (6) Reactant: [C:1]([N:4]1[CH2:9][CH2:8][CH:7]([C:10]([N:12]2[CH2:17][CH2:16][C@@H:15]([N:18](C)[C:19](=O)C(F)(F)F)[C@H:14]([C:26]3[CH:31]=[CH:30][C:29]([Cl:32])=[C:28]([Cl:33])[CH:27]=3)[CH2:13]2)=[O:11])[CH2:6][CH2:5]1)(=[O:3])[CH3:2].C(=O)([O-])[O-].[K+].[K+]. The catalyst class is: 24. Product: [C:1]([N:4]1[CH2:5][CH2:6][CH:7]([C:10]([N:12]2[CH2:17][CH2:16][C@@H:15]([NH:18][CH3:19])[C@H:14]([C:26]3[CH:31]=[CH:30][C:29]([Cl:32])=[C:28]([Cl:33])[CH:27]=3)[CH2:13]2)=[O:11])[CH2:8][CH2:9]1)(=[O:3])[CH3:2]. (7) Reactant: [O:1]1[C:5]2[CH:6]=[CH:7][CH:8]=[CH:9][C:4]=2[N:3]=[C:2]1[NH:10][C:11]1[CH:16]=[CH:15][C:14]([CH2:17][C:18]([O:20]CC)=[O:19])=[CH:13][CH:12]=1.[OH-].[Na+]. Product: [O:1]1[C:5]2[CH:6]=[CH:7][CH:8]=[CH:9][C:4]=2[N:3]=[C:2]1[NH:10][C:11]1[CH:16]=[CH:15][C:14]([CH2:17][C:18]([OH:20])=[O:19])=[CH:13][CH:12]=1. The catalyst class is: 295. (8) Reactant: [Na+].[N:2]1[CH:7]=[CH:6][CH:5]=[CH:4][C:3]=1[S:8]([O-:10])=[O:9].Br[C:12]1[CH:16]=[CH:15][S:14][C:13]=1[CH:17]=[O:18]. Product: [N:2]1[CH:7]=[CH:6][CH:5]=[CH:4][C:3]=1[S:8]([C:12]1[CH:16]=[CH:15][S:14][C:13]=1[CH:17]=[O:18])(=[O:10])=[O:9]. The catalyst class is: 16. (9) Reactant: Cl.O.[OH:3][C:4]12[C:15]3[C:10](=[C:11]([N+:16]([O-])=O)[CH:12]=[CH:13][CH:14]=3)[C:9](=[O:19])[C:8]1([NH:20][C:21]([C:23]1[CH:28]=[CH:27][N:26]=[N:25][CH:24]=1)=[O:22])[C:7]1[CH:29]=[CH:30][C:31]([CH:33]([CH3:35])[CH3:34])=[CH:32][C:6]=1[O:5]2. Product: [NH2:16][C:11]1[CH:12]=[CH:13][CH:14]=[C:15]2[C:10]=1[C:9](=[O:19])[C:8]1([NH:20][C:21]([C:23]3[CH:28]=[CH:27][N:26]=[N:25][CH:24]=3)=[O:22])[C:7]3[CH:29]=[CH:30][C:31]([CH:33]([CH3:34])[CH3:35])=[CH:32][C:6]=3[O:5][C:4]12[OH:3]. The catalyst class is: 186.